From a dataset of Full USPTO retrosynthesis dataset with 1.9M reactions from patents (1976-2016). Predict the reactants needed to synthesize the given product. (1) Given the product [CH2:29]([C:31]1[C:36](/[CH:25]=[CH:4]/[O:3][CH3:2])=[CH:35][CH:34]=[CH:33][C:32]=1[C:39]1[CH:40]=[N:41][C:42]([C:45]2[CH:46]=[CH:47][C:48]([CH2:53][CH:54]([CH3:56])[CH3:55])=[C:49]([CH:52]=2)[C:50]#[N:51])=[N:43][CH:44]=1)[CH3:30], predict the reactants needed to synthesize it. The reactants are: [Cl-].[CH3:2][O:3][CH2:4][P+](C1C=CC=CC=1)(C1C=CC=CC=1)C1C=CC=CC=1.[Li][CH2:25]CCC.[CH2:29]([C:31]1[C:36](C=O)=[CH:35][CH:34]=[CH:33][C:32]=1[C:39]1[CH:40]=[N:41][C:42]([C:45]2[CH:46]=[CH:47][C:48]([CH2:53][CH:54]([CH3:56])[CH3:55])=[C:49]([CH:52]=2)[C:50]#[N:51])=[N:43][CH:44]=1)[CH3:30]. (2) Given the product [CH3:1][O:2][C:3](=[O:21])[C:4]1[CH:9]=[C:8]([C:10]2[CH:15]=[C:14]([S:29][C:25]3[CH:26]=[CH:27][CH:28]=[C:23]([OH:22])[CH:24]=3)[N:13]=[C:12]([NH2:17])[N:11]=2)[C:7]([CH3:18])=[CH:6][C:5]=1[O:19][CH3:20], predict the reactants needed to synthesize it. The reactants are: [CH3:1][O:2][C:3](=[O:21])[C:4]1[CH:9]=[C:8]([C:10]2[CH:15]=[C:14](Cl)[N:13]=[C:12]([NH2:17])[N:11]=2)[C:7]([CH3:18])=[CH:6][C:5]=1[O:19][CH3:20].[OH:22][C:23]1[CH:24]=[C:25]([SH:29])[CH:26]=[CH:27][CH:28]=1.CN(C)C=O.C(N(CC)CC)C. (3) Given the product [CH:30]1([N:21]2[CH2:22][C:23]([F:28])([F:29])[C:24](=[O:27])[N:25]([CH3:26])[C:19]3[CH:18]=[N:17][C:16]([NH:15][C:10]4[C:11]([O:13][CH3:14])=[CH:12][C:7]([C:6]([NH:5][CH:3]5[CH2:2][N:1]([CH2:38][CH3:39])[CH2:4]5)=[O:37])=[C:8]([F:36])[CH:9]=4)=[N:35][C:20]2=3)[CH2:34][CH2:33][CH2:32][CH2:31]1, predict the reactants needed to synthesize it. The reactants are: [NH:1]1[CH2:4][CH:3]([NH:5][C:6](=[O:37])[C:7]2[CH:12]=[C:11]([O:13][CH3:14])[C:10]([NH:15][C:16]3[N:17]=[CH:18][C:19]4[N:25]([CH3:26])[C:24](=[O:27])[C:23]([F:29])([F:28])[CH2:22][N:21]([CH:30]5[CH2:34][CH2:33][CH2:32][CH2:31]5)[C:20]=4[N:35]=3)=[CH:9][C:8]=2[F:36])[CH2:2]1.[CH:38](=O)[CH3:39].